This data is from Reaction yield outcomes from USPTO patents with 853,638 reactions. The task is: Predict the reaction yield, written as a fraction of the theoretical maximum amount of product (1.0 means a 100% yield; for example, 0.34 means a 34% yield). (1) The reactants are Cl[C:2]1[N:7]=[CH:6][C:5]([C:8]([OH:10])=[O:9])=[CH:4][CH:3]=1.[CH:11]1([CH2:14][OH:15])[CH2:13][CH2:12]1.[OH-].[K+].Cl. The catalyst is CS(C)=O.O. The product is [CH:11]1([CH2:14][O:15][C:2]2[N:7]=[CH:6][C:5]([C:8]([OH:10])=[O:9])=[CH:4][CH:3]=2)[CH2:13][CH2:12]1. The yield is 0.880. (2) The product is [Br-:19].[CH2:12]([N+:1]1[C:11]2[C:6](=[CH:7][CH:8]=[CH:9][CH:10]=2)[C:4]([CH3:5])=[CH:3][CH:2]=1)[C:13]1[CH:18]=[CH:17][CH:16]=[CH:15][CH:14]=1. The reactants are [N:1]1[C:11]2[C:6](=[CH:7][CH:8]=[CH:9][CH:10]=2)[C:4]([CH3:5])=[CH:3][CH:2]=1.[CH2:12]([Br:19])[C:13]1[CH:18]=[CH:17][CH:16]=[CH:15][CH:14]=1. The catalyst is C1(C)C=CC=CC=1. The yield is 0.580.